Dataset: Catalyst prediction with 721,799 reactions and 888 catalyst types from USPTO. Task: Predict which catalyst facilitates the given reaction. (1) The catalyst class is: 56. Product: [CH2:1]([O:3][C:4]([C:6]1[NH:7][C:8]2[C:13]([CH:14]=1)=[CH:12][C:11]([CH:15]([N:18]1[CH2:22][CH2:21][CH2:20][CH2:19]1)[CH3:16])=[CH:10][CH:9]=2)=[O:5])[CH3:2]. Reactant: [CH2:1]([O:3][C:4]([C:6]1[NH:7][C:8]2[C:13]([CH:14]=1)=[CH:12][C:11]([C:15](=O)[CH3:16])=[CH:10][CH:9]=2)=[O:5])[CH3:2].[NH:18]1[CH2:22][CH2:21][CH2:20][CH2:19]1.C(O[BH-](OC(=O)C)OC(=O)C)(=O)C.[Na+].C(O)(=O)C.S([O-])([O-])(=O)=O.[Mg+2]. (2) Reactant: [C:1]([O:5][CH2:6][CH2:7][N:8]1[CH2:13][CH2:12][CH:11]([CH2:14][CH2:15][O:16][C:17]2[C:18]([O:30][CH3:31])=[CH:19][C:20](C#N)=[C:21]([N:23]=[CH:24][N:25]([CH3:27])C)[CH:22]=2)[CH2:10][CH2:9]1)([CH3:4])([CH3:3])[CH3:2].[NH2:32][C:33]1[CH:37]=[C:36]([CH2:38][C:39]([OH:41])=[O:40])[NH:35][N:34]=1. Product: [C:1]([O:5][CH2:6][CH2:7][N:8]1[CH2:9][CH2:10][CH:11]([CH2:14][CH2:15][O:16][C:17]2[CH:22]=[C:21]3[C:20]([C:27]([NH:32][C:33]4[CH:37]=[C:36]([CH2:38][C:39]([OH:41])=[O:40])[NH:35][N:34]=4)=[N:25][CH:24]=[N:23]3)=[CH:19][C:18]=2[O:30][CH3:31])[CH2:12][CH2:13]1)([CH3:4])([CH3:3])[CH3:2]. The catalyst class is: 15. (3) Reactant: [C:1]1([CH3:14])[CH:6]=[C:5]([CH3:7])[CH:4]=[C:3]([CH3:8])[C:2]=1[N:9]1[CH:13]=[CH:12][N:11]=[CH:10]1.[Cl:15][CH2:16][C:17](=[O:22])[C:18]([CH3:21])([CH3:20])[CH3:19]. Product: [Cl-:15].[CH3:19][C:18]([CH3:21])([CH3:20])[C:17](=[O:22])[CH2:16][N+:11]1[CH:12]=[CH:13][N:9]([C:2]2[C:3]([CH3:8])=[CH:4][C:5]([CH3:7])=[CH:6][C:1]=2[CH3:14])[CH:10]=1. The catalyst class is: 1. (4) Reactant: Br[C:2]1[CH:3]=[CH:4][C:5]2[C:6]3[CH2:16][N:15]([C:17]([O:19][C:20]([CH3:23])([CH3:22])[CH3:21])=[O:18])[CH2:14][CH2:13][CH2:12][C:7]=3[N:8]([CH3:11])[C:9]=2[CH:10]=1.[F:24][C:25]([F:40])([F:39])[C:26]1[N:31]=[N:30][C:29]([C:32]2[CH:37]=[CH:36][NH:35][C:34](=[O:38])[CH:33]=2)=[CH:28][CH:27]=1.C([O-])([O-])=O.[Cs+].[Cs+].OC1C=CC=C2C=1N=CC=C2. Product: [CH3:11][N:8]1[C:9]2[CH:10]=[C:2]([N:35]3[CH:36]=[CH:37][C:32]([C:29]4[N:30]=[N:31][C:26]([C:25]([F:39])([F:24])[F:40])=[CH:27][CH:28]=4)=[CH:33][C:34]3=[O:38])[CH:3]=[CH:4][C:5]=2[C:6]2[CH2:16][N:15]([C:17]([O:19][C:20]([CH3:23])([CH3:22])[CH3:21])=[O:18])[CH2:14][CH2:13][CH2:12][C:7]1=2. The catalyst class is: 846. (5) The catalyst class is: 103. Product: [NH2:1][C:2]1[O:3][CH2:4][C@@:5]2([N:22]=1)[C:18]1[CH:17]=[C:16]([OH:19])[CH:15]=[C:14]([F:20])[C:13]=1[O:12][C:11]1[C:6]2=[CH:7][C:8]([C:27]2[CH:28]=[N:23][CH:24]=[N:25][CH:26]=2)=[CH:9][CH:10]=1. Reactant: [NH2:1][C:2]1[O:3][CH2:4][C@@:5]2([N:22]=1)[C:18]1[CH:17]=[C:16]([OH:19])[CH:15]=[C:14]([F:20])[C:13]=1[O:12][C:11]1[C:6]2=[CH:7][C:8](Br)=[CH:9][CH:10]=1.[N:23]1[CH:28]=[C:27](B(O)O)[CH:26]=[N:25][CH:24]=1.CN(C=O)C.C(=O)([O-])[O-].[Na+].[Na+]. (6) Reactant: [CH3:1][O:2][C:3]1[C:4]([CH2:17][CH2:18][CH:19]([CH3:21])[CH3:20])([C:13](OC)=[O:14])[C:5]2[C:10]([CH2:11][CH:12]=1)=[CH:9][CH:8]=[CH:7][CH:6]=2.[H-].[Al+3].[Li+].[H-].[H-].[H-]. Product: [CH3:1][O:2][C:3]1[C:4]([CH2:13][OH:14])([CH2:17][CH2:18][CH:19]([CH3:20])[CH3:21])[C:5]2[C:10]([CH2:11][CH:12]=1)=[CH:9][CH:8]=[CH:7][CH:6]=2. The catalyst class is: 7. (7) Reactant: I[C:2]1[CH:3]=[C:4]([CH2:13][C:14]([N:16]2[CH2:21][CH2:20][N:19]([CH2:22][CH2:23][C:24]3[CH:33]=[CH:32][C:27]4[C:28](=[O:31])[O:29][CH2:30][C:26]=4[CH:25]=3)[CH2:18][CH2:17]2)=[O:15])[CH:5]=[CH:6][C:7]=1[N:8]1[CH:12]=[N:11][N:10]=[N:9]1.[C:34]([Cu])#[N:35].O. Product: [O:15]=[C:14]([N:16]1[CH2:21][CH2:20][N:19]([CH2:22][CH2:23][C:24]2[CH:33]=[CH:32][C:27]3[C:28](=[O:31])[O:29][CH2:30][C:26]=3[CH:25]=2)[CH2:18][CH2:17]1)[CH2:13][C:4]1[CH:5]=[CH:6][C:7]([N:8]2[CH:12]=[N:11][N:10]=[N:9]2)=[C:2]([CH:3]=1)[C:34]#[N:35]. The catalyst class is: 3. (8) Reactant: O[C:2]1[CH:7]=[C:6]([F:8])[CH:5]=[CH:4][C:3]=1[C:9](=[O:11])C. The catalyst class is: 5. Product: [F:8][C:6]1[CH:7]=[CH:2][C:3]([CH:9]=[O:11])=[CH:4][CH:5]=1.